Task: Predict the product of the given reaction.. Dataset: Forward reaction prediction with 1.9M reactions from USPTO patents (1976-2016) (1) Given the reactants C=O.[CH3:3][C:4]1([CH3:24])[C:8]([CH3:10])([CH3:9])[O:7][B:6]([C:11]2[CH:16]=[CH:15][C:14]([NH:17][CH:18]3[CH2:23][CH2:22][O:21][CH2:20][CH2:19]3)=[CH:13][CH:12]=2)[O:5]1.[BH-](OC(C)=O)(OC(C)=O)O[C:27](C)=O.[Na+], predict the reaction product. The product is: [CH3:27][N:17]([C:14]1[CH:13]=[CH:12][C:11]([B:6]2[O:5][C:4]([CH3:24])([CH3:3])[C:8]([CH3:9])([CH3:10])[O:7]2)=[CH:16][CH:15]=1)[CH:18]1[CH2:23][CH2:22][O:21][CH2:20][CH2:19]1. (2) The product is: [NH2:1][CH:2]([C:7]1[CH:12]=[CH:11][CH:10]=[C:9]([F:13])[CH:8]=1)[CH2:3][C:4]([O:6][CH2:19][CH2:20][CH3:21])=[O:5]. Given the reactants [NH2:1][CH:2]([C:7]1[CH:12]=[CH:11][CH:10]=[C:9]([F:13])[CH:8]=1)[CH2:3][C:4]([OH:6])=[O:5].S(=O)(=O)(O)O.[CH2:19](O)[CH2:20][CH3:21], predict the reaction product. (3) Given the reactants CO.[ClH:3].Cl.Cl.[CH3:6][O:7][C:8]1[CH:9]=[C:10]([CH:31]=[CH:32][C:33]=1[O:34][CH3:35])[CH2:11][NH:12][C:13]([NH:15][C:16]([NH:18][CH2:19][CH2:20][CH2:21][CH2:22][CH2:23][CH2:24][CH2:25][CH2:26][CH2:27][CH2:28]CC)=[NH:17])=[NH:14].[CH3:36][C:37]([CH3:39])=O, predict the reaction product. The product is: [ClH:3].[CH3:36][C:37]1([CH3:39])[N:14]=[C:13]([NH:12][CH2:11][C:10]2[CH:31]=[CH:32][C:33]([O:34][CH3:35])=[C:8]([O:7][CH3:6])[CH:9]=2)[NH:15][C:16]([NH:18][CH2:19][CH2:20][CH2:21][CH2:22][CH2:23][CH2:24][CH2:25][CH2:26][CH2:27][CH3:28])=[N:17]1.